From a dataset of Reaction yield outcomes from USPTO patents with 853,638 reactions. Predict the reaction yield, written as a fraction of the theoretical maximum amount of product (1.0 means a 100% yield; for example, 0.34 means a 34% yield). (1) The reactants are [CH3:1][N:2]([CH3:35])[C:3]([C:5]1[CH:10]=[CH:9][C:8]([N:11]2[C:20]3[C:15](=[N:16][CH:17]=[C:18]([CH2:21][C:22]4[CH:27]=[CH:26][C:25]([F:28])=[CH:24][CH:23]=4)[CH:19]=3)[C:14]([OH:29])=[C:13]([C:30](OC)=[O:31])[C:12]2=[O:34])=[CH:7][CH:6]=1)=[O:4].[NH2:36][CH2:37][CH2:38][NH:39][C:40](=[O:42])[CH3:41]. The catalyst is CO. The product is [C:40]([NH:39][CH2:38][CH2:37][NH:36][C:30]([C:13]1[C:12](=[O:34])[N:11]([C:8]2[CH:9]=[CH:10][C:5]([C:3]([N:2]([CH3:35])[CH3:1])=[O:4])=[CH:6][CH:7]=2)[C:20]2[C:15]([C:14]=1[OH:29])=[N:16][CH:17]=[C:18]([CH2:21][C:22]1[CH:27]=[CH:26][C:25]([F:28])=[CH:24][CH:23]=1)[CH:19]=2)=[O:31])(=[O:42])[CH3:41]. The yield is 0.540. (2) The reactants are [Br:1][C:2]1[CH:11]=[C:10](Br)[C:9]2[C:4](=[CH:5][CH:6]=[CH:7][CH:8]=2)[N:3]=1.[CH:13]([C@H:15]1[CH2:20][CH2:19][CH2:18][CH2:17][N:16]1[C:21]([O:23][C:24]([CH3:27])([CH3:26])[CH3:25])=[O:22])=[O:14].[NH4+].[Cl-]. The catalyst is O1CCCC1. The product is [Br:1][C:2]1[CH:11]=[C:10]([C@H:13]([OH:14])[C@H:15]2[CH2:20][CH2:19][CH2:18][CH2:17][N:16]2[C:21]([O:23][C:24]([CH3:26])([CH3:25])[CH3:27])=[O:22])[C:9]2[C:4](=[CH:5][CH:6]=[CH:7][CH:8]=2)[N:3]=1. The yield is 0.290. (3) The reactants are [Cl:1][C:2]1[C:7]([N+:8]([O-:10])=[O:9])=[CH:6][CH:5]=[C:4]([Cl:11])[C:3]=1[S:12](Cl)(=[O:14])=[O:13].Cl.[O:17]1[CH2:21][CH2:20][CH2:19][NH:18]1.C([N:24](CC)CC)C. No catalyst specified. The product is [O:17]1[CH2:21][CH2:20][CH2:19][N:18]1[C:6]1[CH:5]=[C:4]([Cl:11])[C:3]([S:12]([NH2:24])(=[O:14])=[O:13])=[C:2]([Cl:1])[C:7]=1[N+:8]([O-:10])=[O:9]. The yield is 0.710. (4) The reactants are CO[C:3]([CH:5]1[CH2:9][CH2:8][CH2:7][CH:6]1[C:10]1[CH:15]=[C:14]([O:16][CH2:17][O:18][CH3:19])[CH:13]=[C:12]([C:20]([CH3:28])([CH3:27])[O:21][SiH2:22][C:23]([CH3:26])([CH3:25])[CH3:24])[C:11]=1[O:29][CH2:30][O:31][CH3:32])=[O:4].Cl.[CH3:34][NH:35][O:36][CH3:37].C([Mg]Cl)(C)C. No catalyst specified. The product is [CH3:37][O:36][N:35]([CH3:34])[C:3]([CH:5]1[CH2:9][CH2:8][CH2:7][CH:6]1[C:10]1[CH:15]=[C:14]([O:16][CH2:17][O:18][CH3:19])[CH:13]=[C:12]([C:20]([CH3:28])([CH3:27])[O:21][SiH2:22][C:23]([CH3:25])([CH3:26])[CH3:24])[C:11]=1[O:29][CH2:30][O:31][CH3:32])=[O:4]. The yield is 0.970.